Dataset: hERG potassium channel inhibition data for cardiac toxicity prediction from Karim et al.. Task: Regression/Classification. Given a drug SMILES string, predict its toxicity properties. Task type varies by dataset: regression for continuous values (e.g., LD50, hERG inhibition percentage) or binary classification for toxic/non-toxic outcomes (e.g., AMES mutagenicity, cardiotoxicity, hepatotoxicity). Dataset: herg_karim. (1) The compound is NC(=O)c1ccccc1OCCCN1CCN(c2cccc3c2ccn3S(=O)(=O)c2ccccc2)CC1. The result is 1 (blocker). (2) The molecule is N#Cc1ccc(Cn2cncc2C[NH2+][C@H]2CCN(C(=O)c3cccnc3[O-])C2=O)cc1. The result is 0 (non-blocker).